From a dataset of Full USPTO retrosynthesis dataset with 1.9M reactions from patents (1976-2016). Predict the reactants needed to synthesize the given product. (1) Given the product [F:19][C:16]1[CH:17]=[N:18][C:11]2[N:10]([C:20]3[CH:21]=[C:22]([C:26]4[CH:31]=[CH:30][C:29]([OH:32])=[CH:28][C:27]=4[CH2:33][N:34]4[CH2:39][CH2:38][O:37][CH2:36][CH2:35]4)[CH:23]=[CH:24][CH:25]=3)[C:9](=[O:40])[N:8]([C@H:5]3[CH2:6][CH2:7][C@@H:2]([N:1]([CH2:51][C:49]4[N:50]=[C:45]5[CH:44]=[CH:43][C:42]([F:41])=[CH:47][N:46]5[CH:48]=4)[CH3:53])[CH2:3][CH2:4]3)[C:13](=[O:14])[C:12]=2[CH:15]=1, predict the reactants needed to synthesize it. The reactants are: [NH2:1][C@@H:2]1[CH2:7][CH2:6][C@H:5]([N:8]2[C:13](=[O:14])[C:12]3[CH:15]=[C:16]([F:19])[CH:17]=[N:18][C:11]=3[N:10]([C:20]3[CH:21]=[C:22]([C:26]4[CH:31]=[CH:30][C:29]([OH:32])=[CH:28][C:27]=4[CH2:33][N:34]4[CH2:39][CH2:38][O:37][CH2:36][CH2:35]4)[CH:23]=[CH:24][CH:25]=3)[C:9]2=[O:40])[CH2:4][CH2:3]1.[F:41][C:42]1[CH:43]=[CH:44][C:45]2[N:46]([CH:48]=[C:49]([CH:51]=O)[N:50]=2)[CH:47]=1.[C:53](O[BH-](OC(=O)C)OC(=O)C)(=O)C.[Na+].C=O. (2) Given the product [OH:1][C:2]1[C:3]([CH3:33])([CH3:32])[C:4]2[C:9]([C:10](=[O:23])[C:11]=1[C:12]([NH:14][CH2:15][C:16]([O:18][C:19]([CH3:22])([CH3:21])[CH3:20])=[O:17])=[O:13])=[CH:8][CH:7]=[C:6]([CH2:24][CH2:25][C:26]1[CH:27]=[CH:28][CH:29]=[CH:30][CH:31]=1)[CH:5]=2, predict the reactants needed to synthesize it. The reactants are: [OH:1][C:2]1[C:3]([CH3:33])([CH3:32])[C:4]2[C:9]([C:10](=[O:23])[C:11]=1[C:12]([NH:14][CH2:15][C:16]([O:18][C:19]([CH3:22])([CH3:21])[CH3:20])=[O:17])=[O:13])=[CH:8][CH:7]=[C:6](/[CH:24]=[CH:25]/[C:26]1[CH:31]=[CH:30][CH:29]=[CH:28][CH:27]=1)[CH:5]=2.[H][H]. (3) Given the product [CH3:1][C:2]1([CH3:34])[S:6][C@@H:5]2[C@H:7]([NH:10][C:11]([C@H:13]([NH:21][C:22]([C@H:24]([NH2:30])[CH2:25][C:26]([NH:28][CH3:29])=[O:27])=[O:23])[C:14]3[CH:19]=[CH:18][C:17]([OH:20])=[CH:16][CH:15]=3)=[O:12])[C:8](=[O:9])[N:4]2[C@H:3]1[C:31]([OH:33])=[O:32].[CH:65]1[CH:70]=[C:69]2[C:71]([CH2:74][C@@:75]([OH:85])([C:82]([OH:84])=[O:83])[CH2:76][C@H:77]([NH2:81])[C:78]([OH:80])=[O:79])=[CH:72][NH:73][C:68]2=[CH:67][CH:66]=1.[NH:73]1[C:68]2[C:69](=[CH:70][CH:65]=[CH:66][CH:67]=2)[C:71]([CH2:74][C:75](=[O:85])[C:82]([O-:84])=[O:83])=[CH:72]1, predict the reactants needed to synthesize it. The reactants are: [CH3:1][C:2]1([CH3:34])[S:6][C@@H:5]2[C@H:7]([NH:10][C:11]([C@H:13]([NH:21][C:22]([C@H:24]([NH2:30])[CH2:25][C:26]([NH:28][CH3:29])=[O:27])=[O:23])[C:14]3[CH:19]=[CH:18][C:17]([OH:20])=[CH:16][CH:15]=3)=[O:12])[C:8](=[O:9])[N:4]2[C@H:3]1[C:31]([OH:33])=[O:32].N[C@H](C(O)=O)CC1C2C(=CC=CC=2)NC=1.CC(S[C@@H]1O[C@H](CO)[C@H](O)[C@H](O)[C@H]1O)C.[CH:65]1[CH:70]=[C:69]2[C:71]([CH2:74][C@@:75]([OH:85])([C:82]([OH:84])=[O:83])[CH2:76][C@H:77]([NH2:81])[C:78]([OH:80])=[O:79])=[CH:72][NH:73][C:68]2=[CH:67][CH:66]=1. (4) Given the product [NH:8]1[CH2:9][CH2:10][CH:11]([NH:14][C:15]2[CH:16]=[C:17]([C:21]3[CH:26]=[CH:25][N:24]=[C:23]([NH:35][CH2:34][CH2:33][C:29]4[S:28][CH:32]=[CH:31][CH:30]=4)[N:22]=3)[CH:18]=[CH:19][CH:20]=2)[CH2:12][CH2:13]1, predict the reactants needed to synthesize it. The reactants are: C(OC([N:8]1[CH2:13][CH2:12][CH:11]([NH:14][C:15]2[CH:20]=[CH:19][CH:18]=[C:17]([C:21]3[CH:26]=[CH:25][N:24]=[C:23](Cl)[N:22]=3)[CH:16]=2)[CH2:10][CH2:9]1)=O)(C)(C)C.[S:28]1[CH:32]=[CH:31][CH:30]=[C:29]1[CH2:33][CH2:34][NH2:35]. (5) Given the product [CH2:1]([O:3][C:4]1[CH:9]=[CH:8][N:7]=[C:6]([CH2:10][S:11][C:12]2[CH:17]=[CH:16][C:15]([NH2:18])=[CH:14][C:13]=2[CH3:21])[CH:5]=1)[CH3:2], predict the reactants needed to synthesize it. The reactants are: [CH2:1]([O:3][C:4]1[CH:9]=[CH:8][N:7]=[C:6]([CH2:10][S:11][C:12]2[CH:17]=[CH:16][C:15]([N+:18]([O-])=O)=[CH:14][C:13]=2[CH3:21])[CH:5]=1)[CH3:2]. (6) Given the product [C:10]([O:9][C:7]([N:6]1[CH:2]([CH3:1])[CH2:3][CH2:4][C@H:5]1[C:14]([OH:16])=[O:15])=[O:8])([CH3:11])([CH3:12])[CH3:13], predict the reactants needed to synthesize it. The reactants are: [CH3:1][CH:2]1[N:6]([C:7]([O:9][C:10]([CH3:13])([CH3:12])[CH3:11])=[O:8])[C@H:5]([C:14]([O:16]C)=[O:15])[CH2:4][CH2:3]1.[Li+].[OH-].O. (7) The reactants are: CO[C:3]1[CH:30]=[CH:29][C:6]([CH2:7][NH:8][CH2:9][CH2:10][NH:11][C:12]([C:14]2[S:15][CH:16]=[CH:17][C:18]=2[NH:19][C:20]2[CH:25]=[CH:24][N:23]=[C:22]3[NH:26][CH:27]=[CH:28][C:21]=23)=[O:13])=[CH:5][CH:4]=1.[CH3:31][O:32]C1C=CC=CC=1C=O. Given the product [CH3:31][O:32][C:29]1[CH:30]=[CH:3][CH:4]=[CH:5][C:6]=1[CH2:7][NH:8][CH2:9][CH2:10][NH:11][C:12]([C:14]1[S:15][CH:16]=[CH:17][C:18]=1[NH:19][C:20]1[CH:25]=[CH:24][N:23]=[C:22]2[NH:26][CH:27]=[CH:28][C:21]=12)=[O:13], predict the reactants needed to synthesize it.